This data is from Full USPTO retrosynthesis dataset with 1.9M reactions from patents (1976-2016). The task is: Predict the reactants needed to synthesize the given product. (1) The reactants are: [Br:1]Br.[CH3:3][C:4]1[N:9]=[C:8]([S:10][CH3:11])[N:7]=[C:6]([CH2:12][C:13](=[O:15])[CH3:14])[CH:5]=1. Given the product [Br:1][CH:12]([C:6]1[CH:5]=[C:4]([CH3:3])[N:9]=[C:8]([S:10][CH3:11])[N:7]=1)[C:13](=[O:15])[CH3:14], predict the reactants needed to synthesize it. (2) Given the product [O:1]=[C:2]1[CH2:10][CH2:9][CH2:8][C:7]2[N:6]([CH2:22][O:21][CH2:20][CH2:19][Si:18]([CH3:25])([CH3:24])[CH3:17])[C:5]([C:11]([O:13][CH3:14])=[O:12])=[CH:4][C:3]1=2, predict the reactants needed to synthesize it. The reactants are: [O:1]=[C:2]1[CH2:10][CH2:9][CH2:8][C:7]2[NH:6][C:5]([C:11]([O:13][CH3:14])=[O:12])=[CH:4][C:3]1=2.[H-].[Na+].[CH3:17][Si:18]([CH3:25])([CH3:24])[CH2:19][CH2:20][O:21][CH2:22]Cl. (3) Given the product [Cl:27][C:10]1[N:11]=[N:12][C:13]([CH3:14])=[C:8]([C:5]2[CH:6]=[CH:7][C:2]([Cl:1])=[CH:3][CH:4]=2)[C:9]=1[C:16]1[CH:21]=[C:20]([F:22])[C:19]([F:23])=[CH:18][C:17]=1[F:24], predict the reactants needed to synthesize it. The reactants are: [Cl:1][C:2]1[CH:7]=[CH:6][C:5]([C:8]2[C:13]([CH3:14])=[N:12][NH:11][C:10](=O)[C:9]=2[C:16]2[CH:21]=[C:20]([F:22])[C:19]([F:23])=[CH:18][C:17]=2[F:24])=[CH:4][CH:3]=1.P(Cl)(Cl)([Cl:27])=O. (4) Given the product [NH:52]1[C:53]2[C:49](=[C:48]([C:7]3[CH:15]=[C:14]4[C:10]([CH:11]=[N:12][N:13]4[S:16]([C:19]4[CH:20]=[CH:21][CH:22]=[CH:23][CH:24]=4)(=[O:17])=[O:18])=[C:9]([C:25]4[O:26][C:27]([CH2:30][N:31]5[CH2:36][CH2:35][N:34]([CH:37]([CH3:38])[CH3:39])[CH2:33][CH2:32]5)=[CH:28][N:29]=4)[CH:8]=3)[CH:56]=[CH:55][CH:54]=2)[CH:50]=[CH:51]1, predict the reactants needed to synthesize it. The reactants are: C(=O)(O)[O-].[Na+].Cl[C:7]1[CH:15]=[C:14]2[C:10]([CH:11]=[N:12][N:13]2[S:16]([C:19]2[CH:24]=[CH:23][CH:22]=[CH:21][CH:20]=2)(=[O:18])=[O:17])=[C:9]([C:25]2[O:26][C:27]([CH2:30][N:31]3[CH2:36][CH2:35][N:34]([CH:37]([CH3:39])[CH3:38])[CH2:33][CH2:32]3)=[CH:28][N:29]=2)[CH:8]=1.CC1(C)C(C)(C)OB([C:48]2[CH:56]=[CH:55][CH:54]=[C:53]3[C:49]=2[CH:50]=[CH:51][NH:52]3)O1. (5) Given the product [NH2:37][C:38]1[C:39]2[C:40](=[C:44]([C:47]([NH:1][C:2]3[C:7]([F:8])=[CH:6][CH:5]=[C:4]([N:9]([CH2:16][C:17]4[CH:18]=[CH:19][C:20]([O:23][CH3:24])=[CH:21][CH:22]=4)[S:10]([CH2:13][CH2:14][CH3:15])(=[O:12])=[O:11])[C:3]=3[F:25])=[O:48])[S:45][N:46]=2)[N:41]=[CH:42][N:43]=1, predict the reactants needed to synthesize it. The reactants are: [NH2:1][C:2]1[C:3]([F:25])=[C:4]([N:9]([CH2:16][C:17]2[CH:22]=[CH:21][C:20]([O:23][CH3:24])=[CH:19][CH:18]=2)[S:10]([CH2:13][CH2:14][CH3:15])(=[O:12])=[O:11])[CH:5]=[CH:6][C:7]=1[F:8].C1(C)C=CC=CC=1.C[Al](C)C.[NH2:37][C:38]1[C:39]2[C:40](=[C:44]([C:47](OCC)=[O:48])[S:45][N:46]=2)[N:41]=[CH:42][N:43]=1. (6) Given the product [CH:2]1([CH2:7][C@H:8]([N:13]2[CH:18]=[C:17]([C:19]([F:20])([F:21])[F:22])[CH:16]=[CH:15][C:14]2=[O:23])[C:9]([OH:11])=[O:10])[CH2:6][CH2:5][CH2:4][CH2:3]1, predict the reactants needed to synthesize it. The reactants are: Cl.[CH:2]1([CH2:7][C@H:8]([N:13]2[CH:18]=[C:17]([C:19]([F:22])([F:21])[F:20])[CH:16]=[CH:15][C:14]2=[O:23])[C:9]([O:11]C)=[O:10])[CH2:6][CH2:5][CH2:4][CH2:3]1. (7) Given the product [CH3:33][N:34]([CH3:35])[CH2:2][CH2:3][O:4][C:5]1[CH:10]=[CH:9][C:8]([C:11]2[S:32][C:14]3=[N:15][CH:16]=[C:17]([C:30]#[N:31])[C:18]([NH:19][C:20]4[C:21]([CH3:29])=[C:22]5[C:26](=[CH:27][CH:28]=4)[NH:25][CH:24]=[CH:23]5)=[C:13]3[CH:12]=2)=[CH:7][CH:6]=1, predict the reactants needed to synthesize it. The reactants are: Cl[CH2:2][CH2:3][O:4][C:5]1[CH:10]=[CH:9][C:8]([C:11]2[S:32][C:14]3=[N:15][CH:16]=[C:17]([C:30]#[N:31])[C:18]([NH:19][C:20]4[C:21]([CH3:29])=[C:22]5[C:26](=[CH:27][CH:28]=4)[NH:25][CH:24]=[CH:23]5)=[C:13]3[CH:12]=2)=[CH:7][CH:6]=1.[CH3:33][NH:34][CH3:35].C1COCC1.[I].[Na].